This data is from Reaction yield outcomes from USPTO patents with 853,638 reactions. The task is: Predict the reaction yield, written as a fraction of the theoretical maximum amount of product (1.0 means a 100% yield; for example, 0.34 means a 34% yield). (1) The reactants are [CH3:1][O:2][C:3]([C:5]1[CH:10]=[CH:9][C:8](B(O)O)=[CH:7][CH:6]=1)=[O:4].Br[C:15]1[CH:16]=[N:17][N:18]2[CH2:23][CH2:22][CH2:21][NH:20][C:19]=12.C(=O)([O-])[O-].[K+].[K+].C1(P(C2CCCCC2)C2C=CC=CC=2C2C(OC)=CC=CC=2OC)CCCCC1.[F-].[Cs+]. The catalyst is C1C=CC(/C=C/C(/C=C/C2C=CC=CC=2)=O)=CC=1.C1C=CC(/C=C/C(/C=C/C2C=CC=CC=2)=O)=CC=1.C1C=CC(/C=C/C(/C=C/C2C=CC=CC=2)=O)=CC=1.C(Cl)(Cl)Cl.[Pd].[Pd].C1(C)C=CC=CC=1. The product is [N:17]1[N:18]2[CH2:23][CH2:22][CH2:21][NH:20][C:19]2=[C:15]([C:8]2[CH:9]=[CH:10][C:5]([C:3]([O:2][CH3:1])=[O:4])=[CH:6][CH:7]=2)[CH:16]=1. The yield is 0.420. (2) The reactants are [Br:1][C:2]1[C:3]([CH3:10])=[CH:4]C(C=C)=[N:6][CH:7]=1.[O-][Mn](=O)(=O)=O.[K+].C[C:18]([CH3:20])=[O:19].[OH2:21]. No catalyst specified. The product is [Br:1][C:2]1[C:3]([CH3:10])=[CH:4][C:20]([C:18]([OH:21])=[O:19])=[N:6][CH:7]=1. The yield is 0.920. (3) The reactants are [H-].[Na+].[Cl:3][C:4]1[CH:9]=[CH:8][C:7]([CH2:10][C:11]#[N:12])=[CH:6][C:5]=1[F:13].C1OCCOCCOCCOCCOC1.[Na+].[I-].Cl[CH2:32][CH2:33][N:34]([CH2:42][CH2:43]Cl)[C:35](=[O:41])[O:36][C:37]([CH3:40])([CH3:39])[CH3:38]. The catalyst is CN(C=O)C. The product is [Cl:3][C:4]1[CH:9]=[CH:8][C:7]([C:10]2([C:11]#[N:12])[CH2:43][CH2:42][N:34]([C:35]([O:36][C:37]([CH3:39])([CH3:38])[CH3:40])=[O:41])[CH2:33][CH2:32]2)=[CH:6][C:5]=1[F:13]. The yield is 0.542. (4) The reactants are C[O:2][C:3](=[O:30])[C:4]1[CH:9]=[C:8]([Cl:10])[CH:7]=[CH:6][C:5]=1[O:11][CH2:12][CH2:13][CH2:14][N:15]1[CH2:21][CH2:20][CH2:19][O:18][CH:17]([CH2:22][C:23]2[CH:28]=[CH:27][C:26]([F:29])=[CH:25][CH:24]=2)[CH2:16]1.[Li+].[OH-]. The catalyst is C1COCC1.O. The product is [Cl:10][C:8]1[CH:7]=[CH:6][C:5]([O:11][CH2:12][CH2:13][CH2:14][N:15]2[CH2:21][CH2:20][CH2:19][O:18][CH:17]([CH2:22][C:23]3[CH:24]=[CH:25][C:26]([F:29])=[CH:27][CH:28]=3)[CH2:16]2)=[C:4]([CH:9]=1)[C:3]([OH:30])=[O:2]. The yield is 0.400. (5) The catalyst is N1C=CC=CC=1. The reactants are [S:1]1[C:5]2[CH:6]=[CH:7][C:8]([OH:10])=[CH:9][C:4]=2[CH:3]=[CH:2]1.[C:11](Cl)(=[O:13])[CH3:12]. The product is [C:11]([O:10][C:8]1[CH:7]=[CH:6][C:5]2[S:1][CH:2]=[CH:3][C:4]=2[CH:9]=1)(=[O:13])[CH3:12]. The yield is 0.890. (6) The reactants are [F:1][C:2]1[CH:7]=[CH:6][C:5]([C:8]2O[C:12](=O)[C:11]([C:15]#[N:16])=[C:10]([N:17]3[CH2:22][CH2:21][CH2:20][CH2:19][CH2:18]3)[CH:9]=2)=[CH:4][CH:3]=1.[H-].[Na+].[CH2:25]1[CH2:29]O[CH2:27][CH2:26]1. No catalyst specified. The product is [F:1][C:2]1[CH:7]=[CH:6][C:5]([C:8]2[C:4]3[C:3]4[C:26](=[CH:25][CH:29]=[CH:7][CH:2]=4)[CH2:27][C:12]=3[C:11]([C:15]#[N:16])=[C:10]([N:17]3[CH2:22][CH2:21][CH2:20][CH2:19][CH2:18]3)[CH:9]=2)=[CH:4][CH:3]=1. The yield is 0.810. (7) The reactants are [N:1]1([C:6]([N:8]2[CH:12]=[CH:11]N=[CH:9]2)=[O:7])[CH:5]=[CH:4][N:3]=[CH:2]1.NC1[C:22]2C(=[N:18][CH:19]=[C:20]([Cl:37])[C:21]=2[N:23]2[CH2:28][CH2:27][CH2:26][C@@H:25]([NH:29][C:30](=[O:36])[O:31][C:32]([CH3:35])([CH3:34])[CH3:33])[CH2:24]2)NC=1.[CH2:38]1COCC1. The catalyst is CCOC(C)=O. The product is [Cl:37][C:20]1[C:21]([N:23]2[CH2:28][CH2:27][CH2:26][C@@H:25]([NH:29][C:30](=[O:36])[O:31][C:32]([CH3:35])([CH3:34])[CH3:33])[CH2:24]2)=[C:22]2[C:5]([NH:1][C:6]([N:8]3[CH2:9][CH2:38][CH2:11][CH2:12]3)=[O:7])=[CH:4][NH:3][C:2]2=[N:18][CH:19]=1. The yield is 0.740.